This data is from Catalyst prediction with 721,799 reactions and 888 catalyst types from USPTO. The task is: Predict which catalyst facilitates the given reaction. (1) Reactant: [Cl:1][C:2]1[C:11]2[C:6](=[C:7]([NH:28][C:29]3[CH:34]=[CH:33][CH:32]=[CH:31][CH:30]=3)[C:8]([O:15][CH2:16][CH:17]([O:24]C(=O)C)[CH2:18][N:19]3[CH2:23][CH2:22][CH2:21][CH2:20]3)=[C:9]([O:13][CH3:14])[C:10]=2[OH:12])[N:5]=[C:4]([F:35])[N:3]=1.N. Product: [Cl:1][C:2]1[C:11]2[C:6](=[C:7]([NH:28][C:29]3[CH:30]=[CH:31][CH:32]=[CH:33][CH:34]=3)[C:8]([O:15][CH2:16][CH:17]([OH:24])[CH2:18][N:19]3[CH2:23][CH2:22][CH2:21][CH2:20]3)=[C:9]([O:13][CH3:14])[C:10]=2[OH:12])[N:5]=[C:4]([F:35])[N:3]=1. The catalyst class is: 5. (2) The catalyst class is: 1. Reactant: [C:1]([O:5][C:6]([NH:8][CH2:9][CH2:10][C:11]([OH:13])=[O:12])=[O:7])([CH3:4])([CH3:3])[CH3:2].C([NH2:17])C#C.C(N=C=NC(C)C)(C)C.O. Product: [C:11]([NH2:17])(=[O:13])[C:10]#[CH:9].[C:6]([NH:8][CH2:9][CH2:10][C:11]([OH:13])=[O:12])([O:5][C:1]([CH3:3])([CH3:4])[CH3:2])=[O:7]. (3) Reactant: Cl.N[C@H]1CCCC[C@H]1CNC.CN1CC2C(CCCC2)N2C(=O)C3N(C=C(C(N)=O)C(=O)C=3OCC3C=CC=CC=3)CC12.[F:44][C:45]1[CH:50]=[C:49]([F:51])[CH:48]=[CH:47][C:46]=1[CH2:52][NH:53][C:54]([C:56]1[C:57](=[O:84])[C:58]([O:76]CC2C=CC=CC=2)=[C:59]2[C:73](=[O:74])[N:63]3[CH:64]4[CH:69]([CH2:70][NH:71][CH:62]3[CH2:61][N:60]2[CH:75]=1)[CH2:68][CH2:67][CH2:66][CH:65]4[CH3:72])=[O:55]. Product: [F:44][C:45]1[CH:50]=[C:49]([F:51])[CH:48]=[CH:47][C:46]=1[CH2:52][NH:53][C:54]([C:56]1[C:57](=[O:84])[C:58]([OH:76])=[C:59]2[C:73](=[O:74])[N:63]3[CH:64]4[CH:65]([CH2:72][N:71]([CH3:70])[CH:62]3[CH2:61][N:60]2[CH:75]=1)[CH2:66][CH2:67][CH2:68][CH2:69]4)=[O:55]. The catalyst class is: 45.